This data is from Full USPTO retrosynthesis dataset with 1.9M reactions from patents (1976-2016). The task is: Predict the reactants needed to synthesize the given product. (1) Given the product [CH3:1][N:2]([CH2:21][C:22]1[O:23][C:24]2[CH:31]=[CH:30][CH:29]=[CH:28][C:25]=2[C:26]=1[CH3:27])[C:3](=[O:4])/[CH:5]=[CH:6]/[C:7]1[CH:20]=[N:19][C:10]2[NH:11][CH2:12][CH2:13][NH:14][CH2:15][C:9]=2[CH:8]=1, predict the reactants needed to synthesize it. The reactants are: [CH3:1][N:2]([CH2:21][C:22]1[O:23][C:24]2[CH:31]=[CH:30][CH:29]=[CH:28][C:25]=2[C:26]=1[CH3:27])[C:3](/[CH:5]=[CH:6]/[C:7]1[CH:20]=[N:19][C:10]2[NH:11][CH2:12][CH2:13][N:14](C(O)=O)[CH2:15][C:9]=2[CH:8]=1)=[O:4].C(O)(C(F)(F)F)=O. (2) Given the product [NH2:22][C:5]1[C:6]([C:7]([NH:9][C:10]2[N:11]([C:16]3[CH:17]=[CH:18][CH:19]=[CH:20][CH:21]=3)[C:12]([CH3:15])=[N:13][CH:14]=2)=[O:8])=[C:2]2[N:1]=[CH:27][C:28]([F:31])=[CH:29][N:3]2[N:4]=1, predict the reactants needed to synthesize it. The reactants are: [NH2:1][C:2]1[C:6]([C:7]([NH:9][C:10]2[N:11]([C:16]3[CH:21]=[CH:20][CH:19]=[CH:18][CH:17]=3)[C:12]([CH3:15])=[N:13][CH:14]=2)=[O:8])=[C:5]([NH2:22])[NH:4][N:3]=1.C(N(C(C)C)[CH:27]=[C:28]([F:31])[CH:29]=O)(C)C.C(O)(=O)C. (3) Given the product [CH3:1][N:2]([CH3:14])[C:3]([C:5]1[N:10]=[C:9]2[CH2:11][CH2:12][N:13]([C:16]3[N:21]=[CH:20][N:19]=[C:18]([O:22][CH:23]4[CH2:28][CH2:27][N:26]([C:29]([O:31][C:32]5([CH3:35])[CH2:34][CH2:33]5)=[O:30])[CH2:25][CH2:24]4)[CH:17]=3)[C:8]2=[CH:7][CH:6]=1)=[O:4], predict the reactants needed to synthesize it. The reactants are: [CH3:1][N:2]([CH3:14])[C:3]([C:5]1[N:10]=[C:9]2[CH2:11][CH2:12][NH:13][C:8]2=[CH:7][CH:6]=1)=[O:4].Cl[C:16]1[N:21]=[CH:20][N:19]=[C:18]([O:22][CH:23]2[CH2:28][CH2:27][N:26]([C:29]([O:31][C:32]3([CH3:35])[CH2:34][CH2:33]3)=[O:30])[CH2:25][CH2:24]2)[CH:17]=1. (4) Given the product [F:21][C:2]([F:1])([F:20])[S:3]([O:6][C:7]1[C:11]2[C:12]3[N:13]([N:17]=[CH:18][N:19]=3)[C:14](=[O:16])[N:15]([CH2:23][C:24]3[CH:29]=[CH:28][C:27]([O:30][CH3:31])=[CH:26][CH:25]=3)[C:10]=2[S:9][CH:8]=1)(=[O:5])=[O:4], predict the reactants needed to synthesize it. The reactants are: [F:1][C:2]([F:21])([F:20])[S:3]([O:6][C:7]1[C:11]2[C:12]3[N:13]([N:17]=[CH:18][N:19]=3)[C:14](=[O:16])[NH:15][C:10]=2[S:9][CH:8]=1)(=[O:5])=[O:4].Cl[CH2:23][C:24]1[CH:29]=[CH:28][C:27]([O:30][CH3:31])=[CH:26][CH:25]=1.[I-].[K+].C(=O)([O-])[O-].[K+].[K+]. (5) Given the product [Cl:18][C:19]1[CH:25]=[CH:24][C:22](/[N:23]=[CH:1]/[C:3]2[CH:17]=[CH:16][C:6]([O:7][CH2:8][C:9]([O:11][C:12]([CH3:15])([CH3:14])[CH3:13])=[O:10])=[CH:5][CH:4]=2)=[CH:21][CH:20]=1, predict the reactants needed to synthesize it. The reactants are: [CH:1]([C:3]1[CH:17]=[CH:16][C:6]([O:7][CH2:8][C:9]([O:11][C:12]([CH3:15])([CH3:14])[CH3:13])=[O:10])=[CH:5][CH:4]=1)=O.[Cl:18][C:19]1[CH:25]=[CH:24][C:22]([NH2:23])=[CH:21][CH:20]=1. (6) Given the product [C:1]1([C:7]2[S:11][CH:10]=[C:9]([N:12]3[S:18](=[O:21])(=[O:20])[NH:19][C:14](=[O:15])[CH2:13]3)[CH:8]=2)[CH:6]=[CH:5][CH:4]=[CH:3][CH:2]=1, predict the reactants needed to synthesize it. The reactants are: [C:1]1([C:7]2[S:11][CH:10]=[C:9]([N:12]([S:18](=[O:21])(=[O:20])[NH2:19])[CH2:13][C:14](OC)=[O:15])[CH:8]=2)[CH:6]=[CH:5][CH:4]=[CH:3][CH:2]=1.[H-].[Na+]. (7) Given the product [CH3:25][C:24]1[CH:23]=[CH:22][C:17]([C:18]([O:20][CH3:21])=[O:19])=[CH:16][C:15]=1[NH:13][C:9]1[N:8]=[C:7]([C:1]2[CH:2]=[CH:3][CH:4]=[CH:5][CH:6]=2)[CH:12]=[CH:11][N:10]=1, predict the reactants needed to synthesize it. The reactants are: [C:1]1([C:7]2[CH:12]=[CH:11][N:10]=[C:9]([NH2:13])[N:8]=2)[CH:6]=[CH:5][CH:4]=[CH:3][CH:2]=1.Br[C:15]1[CH:16]=[C:17]([CH:22]=[CH:23][C:24]=1[CH3:25])[C:18]([O:20][CH3:21])=[O:19].C([O-])([O-])=O.[Cs+].[Cs+].CC1(C)C2C(=C(P(C3C=CC=CC=3)C3C=CC=CC=3)C=CC=2)OC2C(P(C3C=CC=CC=3)C3C=CC=CC=3)=CC=CC1=2. (8) Given the product [CH3:19][Sn:20]([CH3:22])([CH3:21])[C:2]1[Se:1][C:5]([Sn:20]([CH3:22])([CH3:21])[CH3:19])=[CH:4][CH:3]=1, predict the reactants needed to synthesize it. The reactants are: [Se:1]1[CH:5]=[CH:4][CH:3]=[CH:2]1.CN(CCN(C)C)C.[Li]CCCC.[CH3:19][Sn:20](Cl)([CH3:22])[CH3:21]. (9) Given the product [CH:8]1([CH:11]([C:13]2[CH:18]=[CH:17][C:16]([Cl:19])=[CH:15][C:14]=2[Cl:20])[C:29]2[C:28]3[C:32](=[C:24]([CH2:23][S:22][CH3:21])[CH:25]=[CH:26][CH:27]=3)[NH:31][CH:30]=2)[CH2:10][CH2:9]1, predict the reactants needed to synthesize it. The reactants are: FC(F)(F)C(O)=O.[CH:8]1([CH:11]([C:13]2[CH:18]=[CH:17][C:16]([Cl:19])=[CH:15][C:14]=2[Cl:20])O)[CH2:10][CH2:9]1.[CH3:21][S:22][CH2:23][C:24]1[CH:25]=[CH:26][CH:27]=[C:28]2[C:32]=1[NH:31][CH:30]=[CH:29]2.